This data is from Full USPTO retrosynthesis dataset with 1.9M reactions from patents (1976-2016). The task is: Predict the reactants needed to synthesize the given product. (1) The reactants are: [CH2:1]([O:8][C:9]([C:11]1[CH:31]=[CH:30][C:14]([O:15][C:16]2[C:21]([F:22])=[C:20](F)[C:19]([F:24])=[C:18]([F:25])[C:17]=2[C:26]([F:29])([F:28])[F:27])=[CH:13][CH:12]=1)=[O:10])[C:2]1[CH:7]=[CH:6][CH:5]=[CH:4][CH:3]=1.[N+:32]([C:35]1[CH:41]=[CH:40][C:38]([O-:39])=[CH:37][C:36]=1[O:42][CH2:43][C:44]1[CH:49]=[CH:48][CH:47]=[CH:46][CH:45]=1)([O-:34])=[O:33].[K+].C(=O)([O-])[O-].[K+].[K+].C(=O)([O-])O.[K+]. Given the product [N+:32]([C:35]1[CH:41]=[CH:40][C:38]([O:39][C:20]2[C:19]([F:24])=[C:18]([F:25])[C:17]([C:26]([F:27])([F:28])[F:29])=[C:16]([O:15][C:14]3[CH:13]=[CH:12][C:11]([C:9]([O:8][CH2:1][C:2]4[CH:3]=[CH:4][CH:5]=[CH:6][CH:7]=4)=[O:10])=[CH:31][CH:30]=3)[C:21]=2[F:22])=[CH:37][C:36]=1[O:42][CH2:43][C:44]1[CH:45]=[CH:46][CH:47]=[CH:48][CH:49]=1)([O-:34])=[O:33], predict the reactants needed to synthesize it. (2) Given the product [Br:12][C:13]1[CH:14]=[C:15]([CH:23]2[C:8]3[C:7](=[CH:6][C:5]([NH:4][C:1](=[O:3])[CH3:2])=[CH:10][CH:9]=3)[O:11][CH:25]([OH:26])[CH2:24]2)[CH:16]=[C:17]([O:21][CH3:22])[C:18]=1[O:19][CH3:20].[CH3:29][OH:30], predict the reactants needed to synthesize it. The reactants are: [C:1]([NH:4][C:5]1[CH:6]=[C:7]([OH:11])[CH:8]=[CH:9][CH:10]=1)(=[O:3])[CH3:2].[Br:12][C:13]1[CH:14]=[C:15]([CH:23]=[CH:24][CH:25]=[O:26])[CH:16]=[C:17]([O:21][CH3:22])[C:18]=1[O:19][CH3:20].N1CC[O:30][CH2:29]C1. (3) Given the product [Br:1][C:2]1[CH:7]=[C:6]([F:8])[C:5]([CH:13]=[O:14])=[C:4]([F:9])[CH:3]=1, predict the reactants needed to synthesize it. The reactants are: [Br:1][C:2]1[CH:7]=[C:6]([F:8])[CH:5]=[C:4]([F:9])[CH:3]=1.CN([CH:13]=[O:14])C.C([Li])CCC.C(NC(C)C)(C)C.